Dataset: P-glycoprotein inhibition data for predicting drug efflux from Broccatelli et al.. Task: Regression/Classification. Given a drug SMILES string, predict its absorption, distribution, metabolism, or excretion properties. Task type varies by dataset: regression for continuous measurements (e.g., permeability, clearance, half-life) or binary classification for categorical outcomes (e.g., BBB penetration, CYP inhibition). Dataset: pgp_broccatelli. The drug is CCCCCCC[C@H]1OC(=O)C[C@H](O)[C@H](Cc2ccccc2)N(C)C(=O)[C@H](C(C)C)OC(=O)[C@H]1C. The result is 1 (inhibitor).